From a dataset of Full USPTO retrosynthesis dataset with 1.9M reactions from patents (1976-2016). Predict the reactants needed to synthesize the given product. (1) Given the product [C:30]([O:29][C@@H:23]([C:4]1[C:3]2[CH2:2][N:36]([CH3:34])[CH2:13][C:12]=2[C:11]2[CH:10]=[CH:9][CH:8]=[CH:7][C:6]=2[C:5]=1[O:15][S:16]([C:19]([F:21])([F:22])[F:20])(=[O:17])=[O:18])[C:24]([O:26][CH2:27][CH3:28])=[O:25])([CH3:32])([CH3:31])[CH3:33], predict the reactants needed to synthesize it. The reactants are: Br[CH2:2][C:3]1[C:4]([C@H:23]([O:29][C:30]([CH3:33])([CH3:32])[CH3:31])[C:24]([O:26][CH2:27][CH3:28])=[O:25])=[C:5]([O:15][S:16]([C:19]([F:22])([F:21])[F:20])(=[O:18])=[O:17])[C:6]2[C:11]([C:12]=1[CH2:13]Br)=[CH:10][CH:9]=[CH:8][CH:7]=2.[CH2:34]([N:36](CC)CC)C.CN. (2) Given the product [CH:1]1([C:7]2[C:8]3[CH:9]=[CH:10][C:11]([C:36]([O:38][CH3:39])=[O:37])=[CH:12][C:13]=3[N:14]3[C:21]=2[C:20]2[CH:22]=[CH:23][CH:24]=[CH:25][C:19]=2[O:18][CH2:17][CH:16]([CH2:26][CH2:27][CH2:28][N:29]2[CH2:34][CH2:33][NH:32][CH2:31][CH2:30]2)[CH2:15]3)[CH2:6][CH2:5][CH2:4][CH2:3][CH2:2]1, predict the reactants needed to synthesize it. The reactants are: [CH:1]1([C:7]2[C:8]3[CH:9]=[CH:10][C:11]([C:36]([O:38][CH3:39])=[O:37])=[CH:12][C:13]=3[N:14]3[C:21]=2[C:20]2[CH:22]=[CH:23][CH:24]=[CH:25][C:19]=2[O:18][CH2:17][CH:16]([CH2:26][CH2:27][C:28](=O)[N:29]2[CH2:34][CH2:33][NH:32][CH2:31][CH2:30]2)[CH2:15]3)[CH2:6][CH2:5][CH2:4][CH2:3][CH2:2]1. (3) Given the product [C:1]([N:8]([CH2:13][CH2:14][CH3:15])[O:9][CH2:10][CH2:11][CH3:12])([O:3][C:4]([CH3:5])([CH3:6])[CH3:7])=[O:2], predict the reactants needed to synthesize it. The reactants are: [C:1]([N:8]([CH2:13][CH2:14][CH3:15])[O:9][CH2:10][CH:11]=[CH2:12])([O:3][C:4]([CH3:7])([CH3:6])[CH3:5])=[O:2]. (4) Given the product [CH3:1][O:2][C:3]1[C:12]2[C:7](=[C:8]([CH3:13])[CH:9]=[CH:10][CH:11]=2)[C:6]([S:14]([NH2:20])(=[O:16])=[O:15])=[CH:5][N:4]=1, predict the reactants needed to synthesize it. The reactants are: [CH3:1][O:2][C:3]1[C:12]2[C:7](=[C:8]([CH3:13])[CH:9]=[CH:10][CH:11]=2)[C:6]([S:14](Cl)(=[O:16])=[O:15])=[CH:5][N:4]=1.CC[N:20](C(C)C)C(C)C.